From a dataset of Full USPTO retrosynthesis dataset with 1.9M reactions from patents (1976-2016). Predict the reactants needed to synthesize the given product. (1) The reactants are: [CH3:1][O:2][C:3]1[CH:22]=[CH:21][C:6]([CH2:7][C@@H:8]2[C:12]3=[N:13][C:14]4[CH:19]=[CH:18][CH:17]=[CH:16][C:15]=4[N:11]3[C:10](=[O:20])[NH:9]2)=[CH:5][CH:4]=1.Cl.Cl.[F:25][CH2:26][CH2:27][N:28]1[CH2:33][CH2:32][CH2:31][CH:30]([NH2:34])[CH2:29]1.C(O)(C(F)(F)F)=O. Given the product [NH:11]1[C:15]2[CH:16]=[CH:17][CH:18]=[CH:19][C:14]=2[N:13]=[C:12]1[C@H:8]([NH:9][C:10]([NH:34][CH:30]1[CH2:31][CH2:32][CH2:33][N:28]([CH2:27][CH2:26][F:25])[CH2:29]1)=[O:20])[CH2:7][C:6]1[CH:21]=[CH:22][C:3]([O:2][CH3:1])=[CH:4][CH:5]=1, predict the reactants needed to synthesize it. (2) Given the product [ClH:1].[ClH:30].[Cl:1][C:2]1[CH:3]=[C:4]([CH2:9][NH:10][CH:11]2[CH2:12][CH2:13][N:14]([CH2:17][CH2:18][N:19]3[C:28]4[C:23](=[N:24][CH:25]=[CH:26][CH:27]=4)[CH:22]=[CH:21][C:20]3=[O:29])[CH2:15][CH2:16]2)[CH:5]=[CH:6][C:7]=1[Cl:8], predict the reactants needed to synthesize it. The reactants are: [Cl:1][C:2]1[CH:3]=[C:4]([CH2:9][NH:10][CH:11]2[CH2:16][CH2:15][N:14]([CH2:17][CH2:18][N:19]3[C:28]4[C:23](=[N:24][CH:25]=[CH:26][CH:27]=4)[CH:22]=[CH:21][C:20]3=[O:29])[CH2:13][CH2:12]2)[CH:5]=[CH:6][C:7]=1[Cl:8].[ClH:30].